This data is from NCI-60 drug combinations with 297,098 pairs across 59 cell lines. The task is: Regression. Given two drug SMILES strings and cell line genomic features, predict the synergy score measuring deviation from expected non-interaction effect. (1) Drug 1: CC1CCC2CC(C(=CC=CC=CC(CC(C(=O)C(C(C(=CC(C(=O)CC(OC(=O)C3CCCCN3C(=O)C(=O)C1(O2)O)C(C)CC4CCC(C(C4)OC)O)C)C)O)OC)C)C)C)OC. Drug 2: C1CNP(=O)(OC1)N(CCCl)CCCl. Cell line: NCI-H522. Synergy scores: CSS=8.24, Synergy_ZIP=-4.56, Synergy_Bliss=-1.74, Synergy_Loewe=-2.35, Synergy_HSA=-2.33. (2) Drug 1: C1=CC(=CC=C1CCC2=CNC3=C2C(=O)NC(=N3)N)C(=O)NC(CCC(=O)O)C(=O)O. Drug 2: CN(CCCl)CCCl.Cl. Cell line: COLO 205. Synergy scores: CSS=40.0, Synergy_ZIP=-2.16, Synergy_Bliss=-4.39, Synergy_Loewe=-1.85, Synergy_HSA=0.0984. (3) Drug 1: CN1C2=C(C=C(C=C2)N(CCCl)CCCl)N=C1CCCC(=O)O.Cl. Drug 2: C#CCC(CC1=CN=C2C(=N1)C(=NC(=N2)N)N)C3=CC=C(C=C3)C(=O)NC(CCC(=O)O)C(=O)O. Cell line: NCI-H322M. Synergy scores: CSS=-3.53, Synergy_ZIP=0.430, Synergy_Bliss=-1.14, Synergy_Loewe=-1.71, Synergy_HSA=-2.61. (4) Drug 1: CCN(CC)CCNC(=O)C1=C(NC(=C1C)C=C2C3=C(C=CC(=C3)F)NC2=O)C. Drug 2: CC1=C(N=C(N=C1N)C(CC(=O)N)NCC(C(=O)N)N)C(=O)NC(C(C2=CN=CN2)OC3C(C(C(C(O3)CO)O)O)OC4C(C(C(C(O4)CO)O)OC(=O)N)O)C(=O)NC(C)C(C(C)C(=O)NC(C(C)O)C(=O)NCCC5=NC(=CS5)C6=NC(=CS6)C(=O)NCCC[S+](C)C)O. Cell line: 786-0. Synergy scores: CSS=25.5, Synergy_ZIP=-5.90, Synergy_Bliss=-3.17, Synergy_Loewe=-17.9, Synergy_HSA=-6.85. (5) Drug 1: CC1=C(C=C(C=C1)C(=O)NC2=CC(=CC(=C2)C(F)(F)F)N3C=C(N=C3)C)NC4=NC=CC(=N4)C5=CN=CC=C5. Drug 2: C1CC(=O)NC(=O)C1N2C(=O)C3=CC=CC=C3C2=O. Cell line: SF-539. Synergy scores: CSS=-0.627, Synergy_ZIP=1.65, Synergy_Bliss=1.94, Synergy_Loewe=-2.27, Synergy_HSA=-2.71. (6) Drug 1: C1=CC(=CC=C1C#N)C(C2=CC=C(C=C2)C#N)N3C=NC=N3. Drug 2: CC1CCCC2(C(O2)CC(NC(=O)CC(C(C(=O)C(C1O)C)(C)C)O)C(=CC3=CSC(=N3)C)C)C. Cell line: UACC62. Synergy scores: CSS=40.6, Synergy_ZIP=2.37, Synergy_Bliss=-0.0291, Synergy_Loewe=-20.2, Synergy_HSA=-0.316. (7) Drug 1: CC=C1C(=O)NC(C(=O)OC2CC(=O)NC(C(=O)NC(CSSCCC=C2)C(=O)N1)C(C)C)C(C)C. Drug 2: C(=O)(N)NO. Cell line: NCI-H522. Synergy scores: CSS=14.8, Synergy_ZIP=-0.330, Synergy_Bliss=-0.274, Synergy_Loewe=-37.8, Synergy_HSA=0.425. (8) Drug 1: CC1=C(C=C(C=C1)NC(=O)C2=CC=C(C=C2)CN3CCN(CC3)C)NC4=NC=CC(=N4)C5=CN=CC=C5. Drug 2: CS(=O)(=O)CCNCC1=CC=C(O1)C2=CC3=C(C=C2)N=CN=C3NC4=CC(=C(C=C4)OCC5=CC(=CC=C5)F)Cl. Cell line: NCI/ADR-RES. Synergy scores: CSS=1.88, Synergy_ZIP=-0.636, Synergy_Bliss=-2.95, Synergy_Loewe=-15.4, Synergy_HSA=-8.65. (9) Synergy scores: CSS=35.1, Synergy_ZIP=-0.605, Synergy_Bliss=-2.64, Synergy_Loewe=-42.9, Synergy_HSA=-2.91. Cell line: K-562. Drug 1: CC1=C2C(C(=O)C3(C(CC4C(C3C(C(C2(C)C)(CC1OC(=O)C(C(C5=CC=CC=C5)NC(=O)OC(C)(C)C)O)O)OC(=O)C6=CC=CC=C6)(CO4)OC(=O)C)OC)C)OC. Drug 2: C1CC(=O)NC(=O)C1N2C(=O)C3=CC=CC=C3C2=O.